Task: Predict the reaction yield, written as a fraction of the theoretical maximum amount of product (1.0 means a 100% yield; for example, 0.34 means a 34% yield).. Dataset: Reaction yield outcomes from USPTO patents with 853,638 reactions (1) The product is [CH3:45][N:44]1[C:43]2[CH:46]=[CH:47][CH:48]=[CH:49][C:42]=2[N:41]=[C:40]1[NH:39][C:36]1[CH:37]=[CH:38][C:33]([C:2]2[C:10]3[C:5](=[N:6][CH:7]=[N:8][C:9]=3[NH2:11])[N:4]([C@H:12]3[CH2:17][CH2:16][C@@H:15]([N:18]4[CH2:23][CH2:22][N:21]([CH3:24])[CH2:20][CH2:19]4)[CH2:14][CH2:13]3)[N:3]=2)=[CH:34][CH:35]=1. The yield is 0.500. The reactants are I[C:2]1[C:10]2[C:5](=[N:6][CH:7]=[N:8][C:9]=2[NH2:11])[N:4]([C@H:12]2[CH2:17][CH2:16][C@@H:15]([N:18]3[CH2:23][CH2:22][N:21]([CH3:24])[CH2:20][CH2:19]3)[CH2:14][CH2:13]2)[N:3]=1.CC1(C)C(C)(C)OB([C:33]2[CH:38]=[CH:37][C:36]([NH:39][C:40]3[N:44]([CH3:45])[C:43]4[CH:46]=[CH:47][CH:48]=[CH:49][C:42]=4[N:41]=3)=[CH:35][CH:34]=2)O1.C(=O)([O-])[O-].[Na+].[Na+]. The catalyst is COCCOC.O.[Pd].C1(P(C2C=CC=CC=2)C2C=CC=CC=2)C=CC=CC=1.C1(P(C2C=CC=CC=2)C2C=CC=CC=2)C=CC=CC=1.C1(P(C2C=CC=CC=2)C2C=CC=CC=2)C=CC=CC=1.C1(P(C2C=CC=CC=2)C2C=CC=CC=2)C=CC=CC=1. (2) The reactants are [CH3:1][N:2]([CH3:30])[C:3]([O:5][C:6]1(O)[CH:15]=[CH:14][C:13]2[CH:12]([CH2:16][C:17](OCC)=[O:18])[N:11]([C:22]([O:24][C:25]([CH3:28])([CH3:27])[CH3:26])=[O:23])[CH2:10][CH2:9][C:8]=2[CH2:7]1)=[O:4].[H-].[Al+3].[Li+].[H-].[H-].[H-].O.[OH-].[Na+]. The catalyst is O1CCCC1. The product is [CH3:30][N:2]([CH3:1])[C:3]([O:5][C:6]1[CH:7]=[C:8]2[C:13](=[CH:14][CH:15]=1)[CH:12]([CH2:16][CH2:17][OH:18])[N:11]([C:22]([O:24][C:25]([CH3:27])([CH3:26])[CH3:28])=[O:23])[CH2:10][CH2:9]2)=[O:4]. The yield is 0.780. (3) The reactants are C1(C(C2C=CC=CC=2)[N:8]2[CH2:11][CH:10]([CH2:12][C:13]3[N:18]=[C:17]([CH2:19][NH:20][C:21](=[O:27])[O:22][C:23]([CH3:26])([CH3:25])[CH3:24])[CH:16]=[CH:15][CH:14]=3)[CH2:9]2)C=CC=CC=1. The catalyst is C(O)C.[OH-].[OH-].[Pd+2]. The product is [NH:8]1[CH2:11][CH:10]([CH2:12][C:13]2[N:18]=[C:17]([CH2:19][NH:20][C:21](=[O:27])[O:22][C:23]([CH3:25])([CH3:24])[CH3:26])[CH:16]=[CH:15][CH:14]=2)[CH2:9]1. The yield is 0.510. (4) The reactants are [NH:1]1[C:5]2[CH:6]=[CH:7][C:8]([C:10]([OH:12])=O)=[CH:9][C:4]=2[N:3]=[N:2]1.[CH2:13]1[C@H:22]2[C@H:17]([CH2:18][CH2:19][C:20]3[CH:26]=[CH:25][CH:24]=[CH:23][C:21]=32)[NH:16][CH2:15][CH2:14]1.F[P-](F)(F)(F)(F)F.N1(OC(N(C)C)=[N+](C)C)C2N=CC=CC=2N=N1. No catalyst specified. The product is [NH:1]1[C:5]2[CH:6]=[CH:7][C:8]([C:10]([N:16]3[C@@H:17]4[C@@H:22]([C:21]5[CH:23]=[CH:24][CH:25]=[CH:26][C:20]=5[CH2:19][CH2:18]4)[CH2:13][CH2:14][CH2:15]3)=[O:12])=[CH:9][C:4]=2[N:3]=[N:2]1. The yield is 0.580. (5) The reactants are [Si:1]([O:8][CH2:9][CH:10]([OH:19])[CH2:11][O:12][C:13]1[CH:18]=[CH:17][CH:16]=[CH:15][CH:14]=1)([C:4]([CH3:7])([CH3:6])[CH3:5])([CH3:3])[CH3:2].[CH3:20][C:21](OC(C)=O)=[O:22]. The catalyst is N1C=CC=CC=1. The product is [C:21]([O:19][CH:10]([CH2:11][O:12][C:13]1[CH:18]=[CH:17][CH:16]=[CH:15][CH:14]=1)[CH2:9][O:8][Si:1]([C:4]([CH3:7])([CH3:6])[CH3:5])([CH3:3])[CH3:2])(=[O:22])[CH3:20]. The yield is 0.900. (6) The reactants are [CH2:1]([O:3][C:4](=[O:10])[CH2:5][S:6]([CH3:9])(=[O:8])=[O:7])[CH3:2].[H-].[Na+].[F:13][C:14]1[CH:19]=[CH:18][C:17]([C:20]2[CH:25]=[CH:24][C:23]([CH2:26][CH2:27]I)=[CH:22][CH:21]=2)=[CH:16][CH:15]=1.Cl. The catalyst is CN(C=O)C. The product is [F:13][C:14]1[CH:15]=[CH:16][C:17]([C:20]2[CH:25]=[CH:24][C:23]([CH2:26][CH2:27][CH:5]([S:6]([CH3:9])(=[O:8])=[O:7])[C:4]([O:3][CH2:1][CH3:2])=[O:10])=[CH:22][CH:21]=2)=[CH:18][CH:19]=1. The yield is 0.702. (7) The reactants are C(NC(C)C)(C)C.[Cl:8][C:9]1[CH:16]=[C:15]([N:17]2[C:21](=[O:22])[CH2:20][C@H:19]([OH:23])[C@@H:18]2[CH3:24])[CH:14]=[CH:13][C:10]=1[C:11]#[N:12].[CH3:25][C:26]([CH3:28])=[O:27].C(O)(=O)C. The catalyst is C1COCC1.O. The product is [Cl:8][C:9]1[CH:16]=[C:15]([N:17]2[C:21](=[O:22])[C@@H:20]([C:26]([OH:27])([CH3:28])[CH3:25])[C@H:19]([OH:23])[C@@H:18]2[CH3:24])[CH:14]=[CH:13][C:10]=1[C:11]#[N:12]. The yield is 0.245. (8) The reactants are Br[C:2]1[CH:3]=[N:4][N:5]([CH3:18])[C:6]=1[C:7]1[CH:8]=[C:9]([C:14]([O:16][CH3:17])=[O:15])[S:10][C:11]=1[CH2:12][CH3:13].[C:19](=O)([O-])[O-].[K+].[K+].CB1OB(C)OB(C)O1. The catalyst is CN(C)C=O.C1C=CC(P(C2C=CC=CC=2)[C-]2C=CC=C2)=CC=1.C1C=CC(P(C2C=CC=CC=2)[C-]2C=CC=C2)=CC=1.Cl[Pd]Cl.[Fe+2]. The product is [CH3:18][N:5]1[C:6]([C:7]2[CH:8]=[C:9]([C:14]([O:16][CH3:17])=[O:15])[S:10][C:11]=2[CH2:12][CH3:13])=[C:2]([CH3:19])[CH:3]=[N:4]1. The yield is 0.960. (9) The reactants are Br[C:2]1[C:3]2[N:4]([N:18]=[CH:19][N:20]=2)[CH:5]=[C:6]([C:8]2[CH:9]=[C:10]([CH:15]=[CH:16][CH:17]=2)[C:11]([O:13][CH3:14])=[O:12])[CH:7]=1.[CH3:21][O:22][C:23]1[CH:24]=[CH:25][C:26]([NH2:31])=[N:27][C:28]=1[O:29][CH3:30].CC(C1C=C(C(C)C)C(C2C=CC=CC=2P(C2CCCCC2)C2CCCCC2)=C(C(C)C)C=1)C.C([O-])([O-])=O.[Cs+].[Cs+]. The catalyst is O1CCOCC1.C1C=CC(/C=C/C(/C=C/C2C=CC=CC=2)=O)=CC=1.C1C=CC(/C=C/C(/C=C/C2C=CC=CC=2)=O)=CC=1.C1C=CC(/C=C/C(/C=C/C2C=CC=CC=2)=O)=CC=1.[Pd].[Pd]. The product is [CH3:21][O:22][C:23]1[CH:24]=[CH:25][C:26]([NH:31][C:2]2[C:3]3[N:4]([N:18]=[CH:19][N:20]=3)[CH:5]=[C:6]([C:8]3[CH:9]=[C:10]([CH:15]=[CH:16][CH:17]=3)[C:11]([O:13][CH3:14])=[O:12])[CH:7]=2)=[N:27][C:28]=1[O:29][CH3:30]. The yield is 0.670. (10) The reactants are [C:1]([NH:4][C:5]1[C:13]([Cl:14])=[CH:12][C:8]([C:9]([OH:11])=O)=[C:7]([O:15][CH3:16])[CH:6]=1)(=[O:3])[CH3:2].[F:17][C:18]([F:31])([F:30])[C:19]1[CH:20]=[C:21]([CH:23]=[C:24]([C:26]([F:29])([F:28])[F:27])[CH:25]=1)[NH2:22]. No catalyst specified. The product is [C:1]([NH:4][C:5]1[C:13]([Cl:14])=[CH:12][C:8]([C:9]([NH:22][C:21]2[CH:23]=[C:24]([C:26]([F:27])([F:28])[F:29])[CH:25]=[C:19]([C:18]([F:17])([F:30])[F:31])[CH:20]=2)=[O:11])=[C:7]([O:15][CH3:16])[CH:6]=1)(=[O:3])[CH3:2]. The yield is 0.238.